Dataset: Forward reaction prediction with 1.9M reactions from USPTO patents (1976-2016). Task: Predict the product of the given reaction. (1) Given the reactants [CH3:1][C:2]1([CH3:18])[C:6]([CH3:8])([CH3:7])[O:5][B:4]([C:9]2[CH:17]=[CH:16][C:12]3[N:13]=[CH:14]S[C:11]=3[CH:10]=2)[O:3]1.BrC1C=C2C(N=C[C:26]([N:30]3[CH:34]=[CH:33][N:32]=[CH:31]3)=[N:27]2)=CC=1, predict the reaction product. The product is: [N:30]1([C:26]2[CH:14]=[N:13][C:12]3[C:11](=[CH:10][C:9]([B:4]4[O:3][C:2]([CH3:18])([CH3:1])[C:6]([CH3:8])([CH3:7])[O:5]4)=[CH:17][CH:16]=3)[N:27]=2)[CH:34]=[CH:33][N:32]=[CH:31]1. (2) Given the reactants [C:1]1([CH:7]([C:42]2[CH:47]=[CH:46][CH:45]=[CH:44][CH:43]=2)[CH2:8][CH2:9][O:10][C:11]([C:13]2[CH:14]([C:35]3[CH:40]=[CH:39][CH:38]=[C:37]([Cl:41])[CH:36]=3)[N:15]=[C:16]([C:29]3[CH:34]=[CH:33][CH:32]=[CH:31][CH:30]=3)[NH:17][C:18]=2[CH2:19][O:20][CH2:21][CH2:22][CH:23]2[CH2:28][CH2:27][CH2:26][CH2:25][CH2:24]2)=[O:12])[CH:6]=[CH:5][CH:4]=[CH:3][CH:2]=1.O, predict the reaction product. The product is: [C:42]1([CH:7]([C:1]2[CH:6]=[CH:5][CH:4]=[CH:3][CH:2]=2)[CH2:8][CH2:9][O:10][C:11]([C:13]2[C:14]([C:35]3[CH:40]=[CH:39][CH:38]=[C:37]([Cl:41])[CH:36]=3)=[N:15][C:16]([C:29]3[CH:30]=[CH:31][CH:32]=[CH:33][CH:34]=3)=[N:17][C:18]=2[CH2:19][O:20][CH2:21][CH2:22][CH2:23][CH2:24][CH2:25][CH2:26][CH2:27][CH3:28])=[O:12])[CH:43]=[CH:44][CH:45]=[CH:46][CH:47]=1. (3) Given the reactants [OH:1][C@H:2]([CH3:37])[C@H:3]([NH:6][C:7]([C:9]1[C:17]2[C:12](=[N:13][CH:14]=[C:15]([C:18]3[C:26]4[C:21](=[CH:22][C:23]([F:27])=[CH:24][CH:25]=4)[N:20]([CH3:28])[N:19]=3)[N:16]=2)[N:11](COCC[Si](C)(C)C)[CH:10]=1)=[O:8])[CH2:4][OH:5].C(O)(C(F)(F)F)=O.C(N)CN, predict the reaction product. The product is: [OH:1][C@H:2]([CH3:37])[C@H:3]([NH:6][C:7]([C:9]1[C:17]2[C:12](=[N:13][CH:14]=[C:15]([C:18]3[C:26]4[C:21](=[CH:22][C:23]([F:27])=[CH:24][CH:25]=4)[N:20]([CH3:28])[N:19]=3)[N:16]=2)[NH:11][CH:10]=1)=[O:8])[CH2:4][OH:5]. (4) The product is: [Cl:27][C:7]1[C:8]2[N:9]([CH:12]=[N:13][CH:14]=2)[C:10]2[C:5]([N:6]=1)=[CH:4][CH:3]=[C:2]([Cl:1])[CH:11]=2. Given the reactants [Cl:1][C:2]1[CH:11]=[C:10]2[C:5]([NH:6][C:7](=O)[C:8]3[N:9]2[CH:12]=[N:13][CH:14]=3)=[CH:4][CH:3]=1.C(N(C(C)C)CC)(C)C.P(Cl)(Cl)([Cl:27])=O, predict the reaction product. (5) Given the reactants [CH2:1]([NH:3][C:4]([NH:6][C:7]1[N:8]=[C:9]2[CH:14]=[C:13]([C:15]3[CH:16]=[N:17][CH:18]=[CH:19][CH:20]=3)[CH:12]=[CH:11][N:10]2[CH:21]=1)=[O:5])[CH3:2].[Cl:22]N1C(=O)CCC1=O, predict the reaction product. The product is: [Cl:22][C:21]1[N:10]2[CH:11]=[CH:12][C:13]([C:15]3[CH:16]=[N:17][CH:18]=[CH:19][CH:20]=3)=[CH:14][C:9]2=[N:8][C:7]=1[NH:6][C:4]([NH:3][CH2:1][CH3:2])=[O:5]. (6) The product is: [Br:20][C:21]1[CH:28]=[CH:27][C:24]([CH2:25][N:1]2[CH:5]=[C:4]([C:6]3[C:7]([NH2:12])=[N:8][CH:9]=[CH:10][CH:11]=3)[CH:3]=[N:2]2)=[CH:23][CH:22]=1. Given the reactants [NH:1]1[CH:5]=[C:4]([C:6]2[C:7]([NH2:12])=[N:8][CH:9]=[CH:10][CH:11]=2)[CH:3]=[N:2]1.O1CCCC1.[H-].[Na+].[Br:20][C:21]1[CH:28]=[CH:27][C:24]([CH2:25]Br)=[CH:23][CH:22]=1, predict the reaction product. (7) Given the reactants [Cl:1][C:2]1[CH:11]=[CH:10][C:9]2[NH:8][C:7](=[O:12])[C:6]3[C:13]([CH3:22])=[N:14][N:15]([CH:16]4[CH2:21][CH2:20][CH2:19][CH2:18][O:17]4)[C:5]=3[C:4]=2[CH:3]=1.C(=O)([O-])[O-].[K+].[K+].Cl.[CH3:30][N:31]([CH2:33][CH2:34][CH2:35]Cl)[CH3:32], predict the reaction product. The product is: [Cl:1][C:2]1[CH:11]=[CH:10][C:9]2[N:8]([CH2:35][CH2:34][CH2:33][N:31]([CH3:32])[CH3:30])[C:7](=[O:12])[C:6]3[C:13]([CH3:22])=[N:14][N:15]([CH:16]4[CH2:21][CH2:20][CH2:19][CH2:18][O:17]4)[C:5]=3[C:4]=2[CH:3]=1.